From a dataset of Choline transporter screen with 302,306 compounds. Binary Classification. Given a drug SMILES string, predict its activity (active/inactive) in a high-throughput screening assay against a specified biological target. (1) The drug is S(CC(=O)N1CCN(CC1)Cc1ccccc1)c1ncccn1. The result is 0 (inactive). (2) The drug is S(=O)(=O)(N1CCN(CC1)CC(O)COc1c(F)cccc1)c1c(cccc1)C(F)(F)F. The result is 0 (inactive). (3) The drug is Clc1cc(c2oc(nn2)C2(ON=C(C2)c2ccc(OC(F)(F)F)cc2)C)ccc1. The result is 0 (inactive).